This data is from Forward reaction prediction with 1.9M reactions from USPTO patents (1976-2016). The task is: Predict the product of the given reaction. (1) Given the reactants F[C:2]1[CH:11]=[CH:10][C:5]([C:6]([O:8][CH3:9])=[O:7])=[C:4]([O:12][CH2:13][O:14][CH3:15])[CH:3]=1.CS(C)=O.[CH2:20]([S-:22])[CH3:21].[Na+], predict the reaction product. The product is: [CH2:20]([S:22][C:2]1[CH:11]=[CH:10][C:5]([C:6]([O:8][CH3:9])=[O:7])=[C:4]([O:12][CH2:13][O:14][CH3:15])[CH:3]=1)[CH3:21]. (2) Given the reactants [CH2:1]([O:3][C:4]1[CH:9]=[C:8]([C:10]([O:12]C)=[O:11])[CH:7]=[CH:6][C:5]=1[C:14]1[CH:19]=[CH:18][CH:17]=[CH:16][C:15]=1[CH3:20])[CH3:2].[OH-].[Li+], predict the reaction product. The product is: [CH2:1]([O:3][C:4]1[CH:9]=[C:8]([C:10]([OH:12])=[O:11])[CH:7]=[CH:6][C:5]=1[C:14]1[CH:19]=[CH:18][CH:17]=[CH:16][C:15]=1[CH3:20])[CH3:2]. (3) Given the reactants [F:1][C:2]1[CH:7]=[CH:6][C:5]([OH:8])=[CH:4][CH:3]=1.[H-].[Na+].CS([C:14]1[N:15]([C:25]2[CH:30]=[CH:29][C:28]([O:31][CH2:32][C:33]([F:36])([F:35])[F:34])=[CH:27][CH:26]=2)[C:16](=[O:24])[C:17]2[CH2:22][C:21](=[O:23])[NH:20][C:18]=2[N:19]=1)=O.C(O)(=O)CC(CC(O)=O)(C(O)=O)O, predict the reaction product. The product is: [F:1][C:2]1[CH:7]=[CH:6][C:5]([O:8][C:14]2[N:15]([C:25]3[CH:26]=[CH:27][C:28]([O:31][CH2:32][C:33]([F:35])([F:34])[F:36])=[CH:29][CH:30]=3)[C:16](=[O:24])[C:17]3[CH2:22][C:21](=[O:23])[NH:20][C:18]=3[N:19]=2)=[CH:4][CH:3]=1. (4) Given the reactants C[O:2][C:3](=[O:18])[C@@H:4]([O:15][CH2:16][CH3:17])[CH2:5][C:6]1[CH:7]=[C:8]2[C:12](=[CH:13][CH:14]=1)[NH:11][CH:10]=[CH:9]2.Cl[CH2:20][C:21]1[N:22]=[C:23]([C:27]2[CH:32]=[CH:31][CH:30]=[CH:29][C:28]=2[Cl:33])[O:24][C:25]=1[CH3:26], predict the reaction product. The product is: [Cl:33][C:28]1[CH:29]=[CH:30][CH:31]=[CH:32][C:27]=1[C:23]1[O:24][C:25]([CH3:26])=[C:21]([CH2:20][N:11]2[C:12]3[C:8](=[CH:7][C:6]([CH2:5][C@H:4]([O:15][CH2:16][CH3:17])[C:3]([OH:2])=[O:18])=[CH:14][CH:13]=3)[CH:9]=[CH:10]2)[N:22]=1. (5) Given the reactants ClC(Cl)(Cl)C[O:4][C:5](=O)[NH:6][C:7]1[N:8]([C:16]2[CH:17]=[N:18][CH:19]=[C:20]([O:22][CH2:23][CH2:24][OH:25])[CH:21]=2)[N:9]=[C:10]([C:12]([CH3:15])([CH3:14])[CH3:13])[CH:11]=1.[CH3:29][C@H:30]1[CH2:35][CH2:34][CH2:33][CH2:32][N:31]1[C:36]1[N:40]2[CH:41]=[C:42]([O:45][C@H:46]3[C:55]4[C:50](=[CH:51][CH:52]=[CH:53][CH:54]=4)[C@@H:49]([NH2:56])[CH2:48][CH2:47]3)[CH:43]=[CH:44][C:39]2=[N:38][N:37]=1.CCN(C(C)C)C(C)C, predict the reaction product. The product is: [C:12]([C:10]1[CH:11]=[C:7]([NH:6][C:5]([NH:56][C@@H:49]2[C:50]3[C:55](=[CH:54][CH:53]=[CH:52][CH:51]=3)[C@H:46]([O:45][C:42]3[CH:43]=[CH:44][C:39]4[N:40]([C:36]([N:31]5[CH2:32][CH2:33][CH2:34][CH2:35][C@@H:30]5[CH3:29])=[N:37][N:38]=4)[CH:41]=3)[CH2:47][CH2:48]2)=[O:4])[N:8]([C:16]2[CH:17]=[N:18][CH:19]=[C:20]([O:22][CH2:23][CH2:24][OH:25])[CH:21]=2)[N:9]=1)([CH3:15])([CH3:13])[CH3:14]. (6) Given the reactants [CH2:1]([C:3]1[CH:8]=[CH:7][CH:6]=[CH:5][C:4]=1[CH2:9][CH2:10][C:11](Cl)=[O:12])[CH3:2].[N+:14](=[CH2:16])=[N-:15], predict the reaction product. The product is: [N+:14](=[CH:16][C:11](=[O:12])[CH2:10][CH2:9][C:4]1[CH:5]=[CH:6][CH:7]=[CH:8][C:3]=1[CH2:1][CH3:2])=[N-:15]. (7) The product is: [CH3:1][C:2]1[CH:16]=[C:15]([CH3:17])[C:5]2[N:6]=[N:7][N:8]([CH2:11][C:12]([NH:26][C@H:24]([C:21]3[CH:22]=[CH:23][C:18]([CH3:27])=[CH:19][CH:20]=3)[CH3:25])=[O:14])[C:9](=[O:10])[C:4]=2[CH:3]=1. Given the reactants [CH3:1][C:2]1[CH:16]=[C:15]([CH3:17])[C:5]2[N:6]=[N:7][N:8]([CH2:11][C:12]([OH:14])=O)[C:9](=[O:10])[C:4]=2[CH:3]=1.[C:18]1([CH3:27])[CH:23]=[CH:22][C:21]([C@@H:24]([NH2:26])[CH3:25])=[CH:20][CH:19]=1, predict the reaction product.